Dataset: NCI-60 drug combinations with 297,098 pairs across 59 cell lines. Task: Regression. Given two drug SMILES strings and cell line genomic features, predict the synergy score measuring deviation from expected non-interaction effect. (1) Drug 1: CS(=O)(=O)C1=CC(=C(C=C1)C(=O)NC2=CC(=C(C=C2)Cl)C3=CC=CC=N3)Cl. Drug 2: C1=NNC2=C1C(=O)NC=N2. Cell line: HOP-92. Synergy scores: CSS=8.37, Synergy_ZIP=-1.54, Synergy_Bliss=-1.40, Synergy_Loewe=-1.74, Synergy_HSA=-1.63. (2) Drug 1: CN1CCC(CC1)COC2=C(C=C3C(=C2)N=CN=C3NC4=C(C=C(C=C4)Br)F)OC. Drug 2: CC1C(C(CC(O1)OC2CC(CC3=C2C(=C4C(=C3O)C(=O)C5=CC=CC=C5C4=O)O)(C(=O)C)O)N)O. Cell line: SW-620. Synergy scores: CSS=42.4, Synergy_ZIP=2.14, Synergy_Bliss=2.66, Synergy_Loewe=-16.3, Synergy_HSA=2.87. (3) Drug 1: C1CCC(C1)C(CC#N)N2C=C(C=N2)C3=C4C=CNC4=NC=N3. Drug 2: CC1=C2C(C(=O)C3(C(CC4C(C3C(C(C2(C)C)(CC1OC(=O)C(C(C5=CC=CC=C5)NC(=O)OC(C)(C)C)O)O)OC(=O)C6=CC=CC=C6)(CO4)OC(=O)C)OC)C)OC. Cell line: OVCAR-4. Synergy scores: CSS=37.2, Synergy_ZIP=4.45, Synergy_Bliss=2.85, Synergy_Loewe=-45.9, Synergy_HSA=2.85. (4) Drug 1: CC1=C(C(=CC=C1)Cl)NC(=O)C2=CN=C(S2)NC3=CC(=NC(=N3)C)N4CCN(CC4)CCO. Drug 2: CCC1=C2N=C(C=C(N2N=C1)NCC3=C[N+](=CC=C3)[O-])N4CCCCC4CCO. Cell line: HCT116. Synergy scores: CSS=39.6, Synergy_ZIP=4.62, Synergy_Bliss=1.05, Synergy_Loewe=-47.3, Synergy_HSA=-1.77. (5) Drug 1: CN(CC1=CN=C2C(=N1)C(=NC(=N2)N)N)C3=CC=C(C=C3)C(=O)NC(CCC(=O)O)C(=O)O. Drug 2: CNC(=O)C1=NC=CC(=C1)OC2=CC=C(C=C2)NC(=O)NC3=CC(=C(C=C3)Cl)C(F)(F)F. Cell line: OVCAR3. Synergy scores: CSS=62.6, Synergy_ZIP=5.85, Synergy_Bliss=4.41, Synergy_Loewe=-12.0, Synergy_HSA=1.16. (6) Drug 1: CC(C1=C(C=CC(=C1Cl)F)Cl)OC2=C(N=CC(=C2)C3=CN(N=C3)C4CCNCC4)N. Drug 2: CC1=C(C=C(C=C1)NC2=NC=CC(=N2)N(C)C3=CC4=NN(C(=C4C=C3)C)C)S(=O)(=O)N.Cl. Cell line: HCT116. Synergy scores: CSS=16.0, Synergy_ZIP=-0.944, Synergy_Bliss=5.81, Synergy_Loewe=-3.81, Synergy_HSA=3.98. (7) Drug 1: C1=NC(=NC(=O)N1C2C(C(C(O2)CO)O)O)N. Drug 2: CCC1(C2=C(COC1=O)C(=O)N3CC4=CC5=C(C=CC(=C5CN(C)C)O)N=C4C3=C2)O.Cl. Cell line: UO-31. Synergy scores: CSS=32.7, Synergy_ZIP=-7.04, Synergy_Bliss=2.37, Synergy_Loewe=2.28, Synergy_HSA=4.42.